This data is from Forward reaction prediction with 1.9M reactions from USPTO patents (1976-2016). The task is: Predict the product of the given reaction. (1) Given the reactants Br[C:2]1[CH:3]=[C:4]([CH:9]=[C:10]([C:12]([N:14]2[CH2:18][CH2:17][CH2:16][C@@H:15]2[CH2:19][O:20][CH3:21])=[O:13])[CH:11]=1)[C:5]([O:7]C)=[O:6].BrC1C=C(C=C(C(OC)=O)C=1)C(O)=O.CCN(C(C)C)C(C)C.CN(C(ON1N=NC2C=CC=NC1=2)=[N+](C)C)C.F[P-](F)(F)(F)(F)F.C[O:70][CH2:71][C@H:72]1CC[CH2:74][NH:73]1, predict the reaction product. The product is: [CH3:21][O:20][CH2:19][C@H:15]1[CH2:16][CH2:17][CH2:18][N:14]1[C:12]([C:10]1[CH:9]=[C:4]([CH:3]=[C:2]([C:74]2[O:70][CH:71]=[CH:72][N:73]=2)[CH:11]=1)[C:5]([OH:7])=[O:6])=[O:13]. (2) Given the reactants [NH2:1][C:2]1[CH:3]=[CH:4][C:5]2[S:10][CH2:9][C:8](=[O:11])[NH:7][C:6]=2[CH:12]=1.[C:13]([Si:17]([CH3:25])([CH3:24])[O:18][CH2:19][CH2:20][C@@H:21]1[CH2:23][O:22]1)([CH3:16])([CH3:15])[CH3:14], predict the reaction product. The product is: [C:13]([Si:17]([CH3:25])([CH3:24])[O:18][CH2:19][CH2:20][C@@H:21]([OH:22])[CH2:23][NH:1][C:2]1[CH:3]=[CH:4][C:5]2[S:10][CH2:9][C:8](=[O:11])[NH:7][C:6]=2[CH:12]=1)([CH3:14])([CH3:16])[CH3:15]. (3) Given the reactants ClC1C(CC2C=CC(OCC)=CC=2)=CC([C@H]2[C@H](OCC3C=CC=CC=3)[C@@H](OCC3C=CC=CC=3)[C@H](OCC3C=CC=CC=3)[C@@H](COCC3C=CC=CC=3)O2)=CC=1O.[CH2:58]([O:65][C@H:66]1[C@H:71]([O:72][CH2:73][C:74]2[CH:79]=[CH:78][CH:77]=[CH:76][CH:75]=2)[C@@H:70]([O:80][CH2:81][C:82]2[CH:87]=[CH:86][CH:85]=[CH:84][CH:83]=2)[C@H:69]([C:88]2[CH:93]=[C:92]([CH2:94][C:95]3[CH:100]=[CH:99][C:98]([O:101][CH2:102][CH3:103])=[CH:97][CH:96]=3)[C:91]([Cl:104])=[C:90]([O:105]C)[C:89]=2[O:107][CH3:108])[O:68][C@@H:67]1[CH2:109][O:110][CH2:111][C:112]1[CH:117]=[CH:116][CH:115]=[CH:114][CH:113]=1)[C:59]1[CH:64]=[CH:63][CH:62]=[CH:61][CH:60]=1, predict the reaction product. The product is: [Cl:104][C:91]1[C:92]([CH2:94][C:95]2[CH:96]=[CH:97][C:98]([O:101][CH2:102][CH3:103])=[CH:99][CH:100]=2)=[CH:93][C:88]([C@H:69]2[C@H:70]([O:80][CH2:81][C:82]3[CH:87]=[CH:86][CH:85]=[CH:84][CH:83]=3)[C@@H:71]([O:72][CH2:73][C:74]3[CH:79]=[CH:78][CH:77]=[CH:76][CH:75]=3)[C@H:66]([O:65][CH2:58][C:59]3[CH:60]=[CH:61][CH:62]=[CH:63][CH:64]=3)[C@@H:67]([CH2:109][O:110][CH2:111][C:112]3[CH:113]=[CH:114][CH:115]=[CH:116][CH:117]=3)[O:68]2)=[C:89]([O:107][CH3:108])[C:90]=1[OH:105]. (4) Given the reactants [F:1][C@@H:2]1[C@H:8]([NH:9]C(=O)OC(C)(C)C)[CH2:7][CH2:6][C@@H:5]([C:17]2[N:21]([CH3:22])[N:20]=[CH:19][C:18]=2[N+:23]([O-])=O)[O:4][CH2:3]1.[F:26][C:27]1[CH:32]=[C:31]([O:33][CH3:34])[CH:30]=[C:29]([F:35])[C:28]=1[C:36]1[N:41]=[C:40]([C:42](O)=[O:43])[CH:39]=[CH:38][C:37]=1[F:45], predict the reaction product. The product is: [NH2:9][C@H:8]1[C@@H:2]([F:1])[CH2:3][O:4][C@H:5]([C:17]2[N:21]([CH3:22])[N:20]=[CH:19][C:18]=2[NH:23][C:42](=[O:43])[C:40]2[CH:39]=[CH:38][C:37]([F:45])=[C:36]([C:28]3[C:29]([F:35])=[CH:30][C:31]([O:33][CH3:34])=[CH:32][C:27]=3[F:26])[N:41]=2)[CH2:6][CH2:7]1. (5) Given the reactants C(O/[CH:4]=[C:5]1\[C:6](=O)[C:7]2[C:12]([O:13][C:14]3\1[CH2:19][CH2:18][N:17](C(OC(C)(C)C)=O)[CH2:16][CH2:15]3)=[CH:11][C:10]([F:27])=[CH:9][CH:8]=2)C.[ClH:29].[NH2:30][N:31](C)[C:32](=O)OC(C)(C)C.O1CCOCC1, predict the reaction product. The product is: [ClH:29].[ClH:29].[F:27][C:10]1[CH:9]=[CH:8][C:7]2[C:6]3[N:31]([CH3:32])[N:30]=[CH:4][C:5]=3[C:14]3([CH2:19][CH2:18][NH:17][CH2:16][CH2:15]3)[O:13][C:12]=2[CH:11]=1. (6) Given the reactants Cl[C:2]1[CH:7]=[CH:6][N:5]=[C:4]([S:8][CH3:9])[N:3]=1.[C:10]([Si:14]([CH3:34])([CH3:33])[O:15][CH:16]1[CH2:32][N:20]2[C:21](=[O:31])[CH:22]=[C:23]([C:25]3[CH:30]=[CH:29][CH:28]=[CH:27][CH:26]=3)[N:24]=[C:19]2[NH:18][CH2:17]1)([CH3:13])([CH3:12])[CH3:11].C1C=CC(P(C2C(C3C(P(C4C=CC=CC=4)C4C=CC=CC=4)=CC=C4C=3C=CC=C4)=C3C(C=CC=C3)=CC=2)C2C=CC=CC=2)=CC=1.CC([O-])(C)C.[Na+], predict the reaction product. The product is: [C:10]([Si:14]([CH3:34])([CH3:33])[O:15][CH:16]1[CH2:32][N:20]2[C:21](=[O:31])[CH:22]=[C:23]([C:25]3[CH:26]=[CH:27][CH:28]=[CH:29][CH:30]=3)[N:24]=[C:19]2[N:18]([C:2]2[CH:7]=[CH:6][N:5]=[C:4]([S:8][CH3:9])[N:3]=2)[CH2:17]1)([CH3:13])([CH3:12])[CH3:11].